Dataset: Aqueous solubility values for 9,982 compounds from the AqSolDB database. Task: Regression/Classification. Given a drug SMILES string, predict its absorption, distribution, metabolism, or excretion properties. Task type varies by dataset: regression for continuous measurements (e.g., permeability, clearance, half-life) or binary classification for categorical outcomes (e.g., BBB penetration, CYP inhibition). For this dataset (solubility_aqsoldb), we predict Y. (1) The compound is O=c1cc[nH]c2ccccc12. The Y is -1.48 log mol/L. (2) The drug is O=C(Cc1ccccc1)NC(CSSCC(NC(=O)Cc1ccccc1)C(=O)O)C(=O)O. The Y is -1.83 log mol/L. (3) The drug is COC(=O)c1ccc(N(C)C)cc1. The Y is -3.05 log mol/L. (4) The drug is CCC(C)c1cc(C(C)CC)c(O)c(C(C)CC)c1. The Y is -5.55 log mol/L. (5) The molecule is CC12CCC(=O)C=C1CCC1C2C(=O)CC2(C)C1CCC2(O)C(=O)CO. The Y is -3.11 log mol/L. (6) The molecule is C.[Mo].[Mo]. The Y is -3.42 log mol/L.